Dataset: Forward reaction prediction with 1.9M reactions from USPTO patents (1976-2016). Task: Predict the product of the given reaction. Given the reactants [C:1]1([CH2:7][S:8]([CH2:10][C:11]2[S:15][C:14]([NH:16][C:17]([C:19]3[CH:24]=[CH:23][C:22]([C@H:25]4[CH2:30][CH2:29][C@H:28]([CH2:31][C:32]([O:34]C(C)(C)C)=[O:33])[CH2:27][CH2:26]4)=[CH:21][CH:20]=3)=[O:18])=[N:13][N:12]=2)=[O:9])[CH:6]=[CH:5][CH:4]=[CH:3][CH:2]=1.C(O)(C(F)(F)F)=O, predict the reaction product. The product is: [C:1]1([CH2:7][S:8]([CH2:10][C:11]2[S:15][C:14]([NH:16][C:17]([C:19]3[CH:20]=[CH:21][C:22]([C@H:25]4[CH2:30][CH2:29][C@H:28]([CH2:31][C:32]([OH:34])=[O:33])[CH2:27][CH2:26]4)=[CH:23][CH:24]=3)=[O:18])=[N:13][N:12]=2)=[O:9])[CH:6]=[CH:5][CH:4]=[CH:3][CH:2]=1.